This data is from Full USPTO retrosynthesis dataset with 1.9M reactions from patents (1976-2016). The task is: Predict the reactants needed to synthesize the given product. (1) Given the product [Br:1][C:2]1[CH:3]=[CH:4][C:5]([NH:11][C:12]2[C:13]3[CH:21]=[CH:20][N:19]([S:22]([C:25]4[CH:30]=[CH:29][C:28]([CH3:31])=[CH:27][CH:26]=4)(=[O:24])=[O:23])[C:14]=3[N:15]=[C:16]([NH:47][C:46]3[CH:48]=[CH:49][C:43]([N:40]4[CH2:41][CH2:42][N:37]([CH:35]([CH3:34])[CH3:36])[CH2:38][CH2:39]4)=[CH:44][C:45]=3[O:50][CH3:51])[N:17]=2)=[C:6]([CH:10]=1)[C:7]([NH2:9])=[O:8], predict the reactants needed to synthesize it. The reactants are: [Br:1][C:2]1[CH:3]=[CH:4][C:5]([NH:11][C:12]2[C:13]3[CH:21]=[CH:20][N:19]([S:22]([C:25]4[CH:30]=[CH:29][C:28]([CH3:31])=[CH:27][CH:26]=4)(=[O:24])=[O:23])[C:14]=3[N:15]=[C:16](Cl)[N:17]=2)=[C:6]([CH:10]=1)[C:7]([NH2:9])=[O:8].[OH-].[NH4+].[CH3:34][CH:35]([N:37]1[CH2:42][CH2:41][N:40]([C:43]2[CH:49]=[CH:48][C:46]([NH2:47])=[C:45]([O:50][CH3:51])[CH:44]=2)[CH2:39][CH2:38]1)[CH3:36]. (2) Given the product [F:33][C:2]1([F:1])[O:6][C:5]2[CH:7]=[CH:8][C:9]([C:11]3([C:14]([NH:16][C:17]4[N:18]=[C:19]([C:27]5[CH:28]=[C:29]6[C:30](=[CH:31][CH:32]=5)[NH:64][C:63]([CH3:71])=[CH:62]6)[C:20]5[C:25]([CH:26]=4)=[CH:24][CH:23]=[CH:22][CH:21]=5)=[O:15])[CH2:13][CH2:12]3)=[CH:10][C:4]=2[O:3]1, predict the reactants needed to synthesize it. The reactants are: [F:1][C:2]1([F:33])[O:6][C:5]2[CH:7]=[CH:8][C:9]([C:11]3([C:14]([NH:16][C:17]4[N:18]=[C:19]([C:27]5[CH:32]=[CH:31][CH:30]=[CH:29][CH:28]=5)[C:20]5[C:25]([CH:26]=4)=[CH:24][CH:23]=[CH:22][CH:21]=5)=[O:15])[CH2:13][CH2:12]3)=[CH:10][C:4]=2[O:3]1.BrC1C2C(=CC=CC=2)C=C(NC(C2(C3C=CC4OC(F)(F)OC=4C=3)CC2)=O)N=1.[CH3:62][C:63]1[NH:64]C2C([CH:71]=1)=CC(B(O)O)=CC=2. (3) The reactants are: [C:1]1([C:7]#[CH:8])[CH:6]=[CH:5][CH:4]=[CH:3][CH:2]=1.[CH2:9]([O:11][C:12](=[O:19])[C:13]([CH2:15][N:16]=[N+:17]=[N-:18])=[CH2:14])[CH3:10].O=C1O[C@H]([C@H](CO)O)C([O-])=C1O.[Na+]. Given the product [CH2:9]([O:11][C:12](=[O:19])[C:13]([CH2:15][N:16]1[CH:8]=[C:7]([C:1]2[CH:6]=[CH:5][CH:4]=[CH:3][CH:2]=2)[N:18]=[N:17]1)=[CH2:14])[CH3:10], predict the reactants needed to synthesize it. (4) Given the product [CH2:1]([N:8]1[CH2:13][CH2:12][C:11]([CH2:14][CH3:15])([NH2:16])[CH2:10][CH2:9]1)[C:2]1[CH:3]=[CH:4][CH:5]=[CH:6][CH:7]=1, predict the reactants needed to synthesize it. The reactants are: [CH2:1]([N:8]1[CH2:13][CH2:12][C:11]([NH:16]C(=O)C)([CH2:14][CH3:15])[CH2:10][CH2:9]1)[C:2]1[CH:7]=[CH:6][CH:5]=[CH:4][CH:3]=1.Cl.[OH-].[Na+]. (5) Given the product [ClH:14].[N:19]12[CH2:24][CH2:23][CH:22]([CH2:21][CH2:20]1)[CH:17]([NH:16][C:11]([C:8]1[CH:9]=[C:10]3[C:5]([CH:4]=[CH:3][CH:2]=[N:1]3)=[CH:6][CH:7]=1)=[O:13])[CH2:18]2, predict the reactants needed to synthesize it. The reactants are: [N:1]1[C:10]2[C:5](=[CH:6][CH:7]=[C:8]([C:11]([OH:13])=O)[CH:9]=2)[CH:4]=[CH:3][CH:2]=1.[ClH:14].Cl.[NH2:16][CH:17]1[CH:22]2[CH2:23][CH2:24][N:19]([CH2:20][CH2:21]2)[CH2:18]1. (6) The reactants are: CC(S[C@@H]1O[C@H](CO)[C@H](O)[C@H](O)[C@H]1O)C.CC1(C)S[C@@H]2[C@H](NC([C@H](N)C3C=CC=CC=3)=O)C(=O)N2[C@H]1C(O)=O.[CH3:40][C:41]1[CH:46]=[CH:45][CH:44]=[CH:43][C:42]=1[C:47](=[O:52])[C:48]([NH:50][CH3:51])=[O:49].C1N=C(N)C2N=CN([C@@H]3O[C@H](COP(OP(OC[C@H]4O[C@@H](N5C=C(C(N)=O)CC=C5)[C@H](O)[C@@H]4O)(O)=O)(O)=O)[C@@H](O)[C@H]3OP(O)(O)=O)C=2N=1.P([O-])([O-])([O-])=O. Given the product [CH3:40][C:41]1[CH:46]=[CH:45][CH:44]=[CH:43][C:42]=1[CH:47]([OH:52])[C:48]([NH:50][CH3:51])=[O:49], predict the reactants needed to synthesize it. (7) Given the product [OH:30][C:27]([C:24]1[CH:25]=[CH:26][C:21]([CH2:20][N:16]2[C:17]3[C:13](=[CH:12][C:11]([CH:10]=[C:6]4[S:5][C:4]([N:36]([CH2:37][C:38]([OH:40])=[O:39])[CH3:35])=[N:8][C:7]4=[O:9])=[CH:19][CH:18]=3)[CH:14]=[N:15]2)=[C:22]([C:31]([F:33])([F:32])[F:34])[CH:23]=1)([CH3:29])[CH3:28], predict the reactants needed to synthesize it. The reactants are: C(S[C:4]1[S:5][C:6](=[CH:10][C:11]2[CH:12]=[C:13]3[C:17](=[CH:18][CH:19]=2)[N:16]([CH2:20][C:21]2[CH:26]=[CH:25][C:24]([C:27]([OH:30])([CH3:29])[CH3:28])=[CH:23][C:22]=2[C:31]([F:34])([F:33])[F:32])[N:15]=[CH:14]3)[C:7](=[O:9])[N:8]=1)C.[CH3:35][NH:36][CH2:37][C:38]([OH:40])=[O:39]. (8) Given the product [NH2:16][C:19]1[CH:20]=[C:11]([C:2]2[CH:11]=[CH:10][C:5]([C:6]([O:8][CH3:9])=[O:7])=[C:4]([O:12][CH3:13])[CH:3]=2)[CH:2]=[CH:3][CH:4]=1, predict the reactants needed to synthesize it. The reactants are: O[C:2]1[CH:11]=[CH:10][C:5]([C:6]([O:8][CH3:9])=[O:7])=[C:4]([O:12][CH3:13])[CH:3]=1.C([N:16]([CH2:19][CH3:20])CC)C.FC(F)(F)S(OS(C(F)(F)F)(=O)=O)(=O)=O. (9) Given the product [S:1]1[CH:5]=[CH:4][CH:6]=[CH:2]1.[S:1]1[CH:5]=[CH:4][N:3]=[CH:2]1, predict the reactants needed to synthesize it. The reactants are: [S:1]1[CH:5]=[CH:4][N:3]=[CH:2]1.[CH3:6]N(C=O)C.